This data is from Reaction yield outcomes from USPTO patents with 853,638 reactions. The task is: Predict the reaction yield, written as a fraction of the theoretical maximum amount of product (1.0 means a 100% yield; for example, 0.34 means a 34% yield). (1) The reactants are [F:1][C:2]([F:9])([F:8])[C:3]1[CH:4]=[N:5][NH:6][CH:7]=1.[H-].[Na+].F[C:13]1[CH:20]=[CH:19][C:16]([C:17]#[N:18])=[CH:15][CH:14]=1.[Cl-].[NH4+]. The catalyst is CN(C)C=O. The product is [F:1][C:2]([F:9])([F:8])[C:3]1[CH:4]=[N:5][N:6]([C:13]2[CH:20]=[CH:19][C:16]([C:17]#[N:18])=[CH:15][CH:14]=2)[CH:7]=1. The yield is 0.720. (2) The reactants are Cl.Cl.[NH2:3][CH2:4][C@@:5]1([OH:13])[CH:10]2[CH2:11][CH2:12][N:7]([CH2:8][CH2:9]2)[CH2:6]1.C([O-])([O-])=O.[Cs+].[Cs+].[N:20]([C:23]1[CH:28]=[C:27]([O:29][CH3:30])[N:26]=[CH:25][N:24]=1)=[C:21]=S.C(N=C=NC(C)C)(C)C. The catalyst is CN(C)C=O. The product is [CH3:30][O:29][C:27]1[N:26]=[CH:25][N:24]=[C:23]([NH:20][C:21]2[O:13][C@:5]3([CH2:4][N:3]=2)[CH:10]2[CH2:9][CH2:8][N:7]([CH2:12][CH2:11]2)[CH2:6]3)[CH:28]=1. The yield is 0.482.